From a dataset of hERG potassium channel inhibition data for cardiac toxicity prediction from Karim et al.. Regression/Classification. Given a drug SMILES string, predict its toxicity properties. Task type varies by dataset: regression for continuous values (e.g., LD50, hERG inhibition percentage) or binary classification for toxic/non-toxic outcomes (e.g., AMES mutagenicity, cardiotoxicity, hepatotoxicity). Dataset: herg_karim. (1) The result is 1 (blocker). The molecule is CCn1nc(Cc2ccc(OC(F)(F)F)cc2)cc1C1CCN(C[C@H]2CN([C@@H](C(=O)O)C(C)(C)C)C[C@@H]2c2cccc(F)c2)CC1. (2) The molecule is Cc1ccc(-n2nccn2)c(C(=O)N2C[C@@H]3CN(c4nc(C)cc(C)n4)C[C@@H]3C2)c1. The result is 0 (non-blocker). (3) The compound is CS(=O)(=O)c1cc(CCN2CCN(CCc3ccc4c(c3)COC4=O)CC2)ccc1C#N. The result is 1 (blocker).